This data is from Forward reaction prediction with 1.9M reactions from USPTO patents (1976-2016). The task is: Predict the product of the given reaction. (1) The product is: [CH2:34]([O:33][C:31]([N:19]([CH2:20][C:21]1[CH:26]=[CH:25][CH:24]=[C:23]([C:27]([F:30])([F:29])[F:28])[CH:22]=1)[C:16]1[C:15](=[O:41])[N:14]2[C@H:10]([C:8]([N:1]([C:59]([O:58][C:55]([CH3:57])([CH3:56])[CH3:54])=[O:60])[C:2]3[CH:7]=[CH:6][CH:5]=[CH:4][CH:3]=3)=[O:9])[CH2:11][C@:12]([CH2:43][C:44]([O:46][CH2:47][C:48]3[CH:53]=[CH:52][CH:51]=[CH:50][CH:49]=3)=[O:45])([CH3:42])[C:13]2=[N:18][CH:17]=1)=[O:32])[C:35]1[CH:40]=[CH:39][CH:38]=[CH:37][CH:36]=1. Given the reactants [NH:1]([C:8]([C@H:10]1[N:14]2[C:15](=[O:41])[C:16]([N:19]([C:31]([O:33][CH2:34][C:35]3[CH:40]=[CH:39][CH:38]=[CH:37][CH:36]=3)=[O:32])[CH2:20][C:21]3[CH:26]=[CH:25][CH:24]=[C:23]([C:27]([F:30])([F:29])[F:28])[CH:22]=3)=[CH:17][N:18]=[C:13]2[C@@:12]([CH2:43][C:44]([O:46][CH2:47][C:48]2[CH:53]=[CH:52][CH:51]=[CH:50][CH:49]=2)=[O:45])([CH3:42])[CH2:11]1)=[O:9])[C:2]1[CH:7]=[CH:6][CH:5]=[CH:4][CH:3]=1.[CH3:54][C:55]([O:58][C:59](O[C:59]([O:58][C:55]([CH3:57])([CH3:56])[CH3:54])=[O:60])=[O:60])([CH3:57])[CH3:56], predict the reaction product. (2) Given the reactants [C:1]([O:9][C:10]1[CH:15]=CC(C)=C[CH:11]=1)(=[O:8])[C:2]1[CH:7]=CC=C[CH:3]=1.BrBr.OO.CCCCCC.C1C=CC=CC=1, predict the reaction product. The product is: [C:1]([O:9][CH:10]([CH3:15])[CH3:11])(=[O:8])[CH3:2].[C:1]([O:9][CH3:10])(=[O:8])[CH:2]([CH3:7])[CH3:3]. (3) Given the reactants Cl[CH2:2][C:3]1[N:8]=[C:7]([C:9]([NH:11][C:12]2[CH:20]=[C:19]([C:21]3[CH:22]=[N:23][C:24]([Cl:32])=[C:25]([NH:27][S:28]([CH3:31])(=[O:30])=[O:29])[CH:26]=3)[CH:18]=[C:17]3[C:13]=2[CH:14]=[N:15][N:16]3S(C2C=CC=CC=2)(=O)=O)=[O:10])[CH:6]=[CH:5][CH:4]=1.[CH3:42][CH:43]1[CH2:48][NH:47][CH2:46][CH2:45][N:44]1[CH:49]([CH3:51])[CH3:50].[OH-:52].[Na+].Cl, predict the reaction product. The product is: [CH:9]([OH:10])=[O:52].[Cl:32][C:24]1[N:23]=[CH:22][C:21]([C:19]2[CH:18]=[C:17]3[C:13]([CH:14]=[N:15][NH:16]3)=[C:12]([NH:11][C:9]([C:7]3[CH:6]=[CH:5][CH:4]=[C:3]([CH2:2][N:47]4[CH2:46][CH2:45][N:44]([CH:49]([CH3:51])[CH3:50])[CH:43]([CH3:42])[CH2:48]4)[N:8]=3)=[O:10])[CH:20]=2)=[CH:26][C:25]=1[NH:27][S:28]([CH3:31])(=[O:29])=[O:30]. (4) Given the reactants [CH3:1][O:2]/[CH:3]=[C:4](\[C:9]1[CH:14]=[CH:13][CH:12]=[CH:11][C:10]=1[CH2:15][O:16][C:17]1[CH:22]=[C:21]([CH3:23])[C:20]([C:24](=O)[CH2:25][O:26][CH3:27])=[CH:19][C:18]=1[CH3:29])/[C:5]([O:7][CH3:8])=[O:6].Cl.[CH3:31][O:32][NH2:33], predict the reaction product. The product is: [CH3:1][O:2]/[CH:3]=[C:4](\[C:9]1[CH:14]=[CH:13][CH:12]=[CH:11][C:10]=1[CH2:15][O:16][C:17]1[CH:22]=[C:21]([CH3:23])[C:20](/[C:24](=[N:33]/[O:32][CH3:31])/[CH2:25][O:26][CH3:27])=[CH:19][C:18]=1[CH3:29])/[C:5]([O:7][CH3:8])=[O:6]. (5) Given the reactants [C:1]([O:5][C:6]([NH:8][C@H:9]1[CH2:14][CH2:13][C@H:12]([C:15]([OH:17])=O)[CH2:11][CH2:10]1)=[O:7])([CH3:4])([CH3:3])[CH3:2].ClC(OCC(C)C)=O.[C:26]1([C@H:32]([NH2:34])[CH3:33])[CH:31]=[CH:30][CH:29]=[CH:28][CH:27]=1, predict the reaction product. The product is: [C:26]1([C@H:32]([NH:34][C:15]([C@H:12]2[CH2:11][CH2:10][C@H:9]([NH:8][C:6](=[O:7])[O:5][C:1]([CH3:2])([CH3:3])[CH3:4])[CH2:14][CH2:13]2)=[O:17])[CH3:33])[CH:31]=[CH:30][CH:29]=[CH:28][CH:27]=1. (6) Given the reactants I[C:2]1[CH:7]=[CH:6][CH:5]=[CH:4][C:3]=1[O:8][CH2:9][CH:10]=[C:11]([CH3:13])[CH3:12].C(N(C(C)C)CC)(C)C, predict the reaction product. The product is: [CH:11]([C:10]1[C:2]2[CH:7]=[CH:6][CH:5]=[CH:4][C:3]=2[O:8][CH:9]=1)([CH3:13])[CH3:12]. (7) Given the reactants [Cl:1][C:2]1[C:3]([F:16])=[C:4]([CH:8]=[C:9]([N+:13]([O-:15])=[O:14])[C:10]=1[NH:11][CH3:12])[C:5]([OH:7])=[O:6].[CH3:17][Si](C=[N+]=[N-])(C)C, predict the reaction product. The product is: [CH3:17][O:6][C:5](=[O:7])[C:4]1[CH:8]=[C:9]([N+:13]([O-:15])=[O:14])[C:10]([NH:11][CH3:12])=[C:2]([Cl:1])[C:3]=1[F:16].